Dataset: Reaction yield outcomes from USPTO patents with 853,638 reactions. Task: Predict the reaction yield, written as a fraction of the theoretical maximum amount of product (1.0 means a 100% yield; for example, 0.34 means a 34% yield). (1) The reactants are Cl.[Br:2][C:3]1[CH:4]=[C:5]([NH2:15])[CH:6]=[C:7]([NH:9][CH2:10][C:11]([F:14])([F:13])[F:12])[CH:8]=1.Cl[C:17]1[N:22]=[C:21]([C:23]([F:26])([F:25])[F:24])[CH:20]=[CH:19][N:18]=1.O. The catalyst is CS(C)=O. The product is [Br:2][C:3]1[CH:4]=[C:5]([NH:15][C:17]2[N:22]=[C:21]([C:23]([F:26])([F:25])[F:24])[CH:20]=[CH:19][N:18]=2)[CH:6]=[C:7]([NH:9][CH2:10][C:11]([F:13])([F:14])[F:12])[CH:8]=1. The yield is 0.500. (2) The reactants are [F:1][C:2]1[CH:3]=[C:4]([CH:7]=[C:8]([OH:11])[C:9]=1[OH:10])[CH:5]=[O:6].[C:12]([O-])([O-])=O.[Cs+].[Cs+].O. The catalyst is CN(C=O)C. The product is [F:1][C:2]1[C:9]2[O:10][CH2:12][O:11][C:8]=2[CH:7]=[C:4]([CH:5]=[O:6])[CH:3]=1. The yield is 0.490. (3) The reactants are [C:1]1([C:13]2[CH:18]=[CH:17][CH:16]=[CH:15][CH:14]=2)[CH:6]=[CH:5][CH:4]=[CH:3][C:2]=1[C:7](=[O:12])[C:8]([F:11])([F:10])[F:9].O1CCCC1.B. The catalyst is C1COCC1.Cl. The product is [C:1]1([C:13]2[CH:18]=[CH:17][CH:16]=[CH:15][CH:14]=2)[CH:6]=[CH:5][CH:4]=[CH:3][C:2]=1[CH:7]([OH:12])[C:8]([F:10])([F:11])[F:9]. The yield is 0.960.